The task is: Predict which catalyst facilitates the given reaction.. This data is from Catalyst prediction with 721,799 reactions and 888 catalyst types from USPTO. (1) Reactant: [CH3:1][C:2]1[CH:7]=[C:6]([C:8](=[O:17])[NH:9][CH:10]2[CH2:15][CH2:14][N:13]([CH3:16])[CH2:12][CH2:11]2)[CH:5]=[CH:4][C:3]=1[C:18]1[CH:23]=[CH:22][C:21]([CH2:24][C@H:25]([NH:48][C:49]([C@H:51]2[CH2:56][CH2:55][C@H:54]([CH2:57][NH:58]C(=O)OC(C)(C)C)[CH2:53][CH2:52]2)=[O:50])[C:26](=[O:47])[NH:27][C:28]2[CH:33]=[CH:32][C:31]([C:34]3[NH:38][N:37]=[C:36]([C:39]([F:46])([F:45])[C:40]([F:44])([F:43])[CH2:41][OH:42])[N:35]=3)=[CH:30][CH:29]=2)=[CH:20][CH:19]=1.[ClH:66].C(#N)C. Product: [ClH:66].[NH2:58][CH2:57][C@H:54]1[CH2:55][CH2:56][C@H:51]([C:49]([NH:48][C@H:25]([C:26](=[O:47])[NH:27][C:28]2[CH:33]=[CH:32][C:31]([C:34]3[NH:38][N:37]=[C:36]([C:39]([F:46])([F:45])[C:40]([F:44])([F:43])[CH2:41][OH:42])[N:35]=3)=[CH:30][CH:29]=2)[CH2:24][C:21]2[CH:22]=[CH:23][C:18]([C:3]3[CH:4]=[CH:5][C:6]([C:8]([NH:9][CH:10]4[CH2:15][CH2:14][N:13]([CH3:16])[CH2:12][CH2:11]4)=[O:17])=[CH:7][C:2]=3[CH3:1])=[CH:19][CH:20]=2)=[O:50])[CH2:52][CH2:53]1. The catalyst class is: 12. (2) Reactant: [CH3:1][O:2][C:3]1[C:4](C(O)=O)=[CH:5][C:6]2[C:11]([CH:12]=1)=[CH:10][CH:9]=[CH:8][CH:7]=2.CC[N:18]([CH2:21]C)CC.C1(P(N=[N+]=[N-])(C2C=CC=CC=2)=[O:30])C=CC=CC=1.[CH2:40]([OH:47])[C:41]1[CH:46]=[CH:45][CH:44]=[CH:43][CH:42]=1. Product: [C:21]([NH:18][C:5]1[C:6]2[C:11](=[CH:10][CH:9]=[CH:8][CH:7]=2)[CH:12]=[C:3]([O:2][CH3:1])[CH:4]=1)([O:47][CH2:40][C:41]1[CH:46]=[CH:45][CH:44]=[CH:43][CH:42]=1)=[O:30]. The catalyst class is: 11. (3) Reactant: [NH2:1][CH2:2][C@@H:3]([NH:8][C:9]([C:11]1[CH:16]=[CH:15][C:14]([N:17]2[CH2:21][CH2:20][CH2:19][CH2:18]2)=[C:13]([O:22][CH2:23][CH:24]2[CH2:26][CH2:25]2)[N:12]=1)=[O:10])[CH2:4][CH:5]([CH3:7])[CH3:6].[N+:27]([C:30]1[C:35]2=[N:36][O:37][N:38]=[C:34]2[C:33](N)=[CH:32][CH:31]=1)([O-:29])=[O:28].O. Product: [CH3:7][CH:5]([CH3:6])[CH2:4][C@H:3]([NH:8][C:9]([C:11]1[CH:16]=[CH:15][C:14]([N:17]2[CH2:18][CH2:19][CH2:20][CH2:21]2)=[C:13]([O:22][CH2:23][CH:24]2[CH2:25][CH2:26]2)[N:12]=1)=[O:10])[CH2:2][NH:1][C:33]1[C:34]2=[N:38][O:37][N:36]=[C:35]2[C:30]([N+:27]([O-:29])=[O:28])=[CH:31][CH:32]=1. The catalyst class is: 1. (4) Reactant: [Cl:1][C:2]1[CH:11]=[CH:10][C:9]2[CH2:8][CH2:7][CH2:6][CH2:5][C:4]=2[N:3]=1.C(NC(C)C)(C)C.[Li]CCCC.CCCCCC.[C:30](=[O:32])=[O:31]. Product: [Cl:1][C:2]1[CH:11]=[CH:10][C:9]2[CH2:8][CH2:7][CH2:6][CH:5]([C:30]([OH:32])=[O:31])[C:4]=2[N:3]=1. The catalyst class is: 316. (5) The catalyst class is: 87. Product: [Cl:1][C:2]1[N:3]([CH2:26][C:27](=[O:40])[N:28]2[C:36]3[C:31](=[CH:32][CH:33]=[CH:34][CH:35]=3)[C:30]3([CH2:37][CH2:38][CH2:39]3)[CH2:29]2)[C:4]2[C:9]([C:10]=1[S:11][C:12]1[C:13]([F:23])=[C:14]([CH:20]=[CH:21][CH:22]=1)[C:15]([O-:17])=[O:16])=[CH:8][CH:7]=[C:6]([Cl:24])[C:5]=2[F:25].[Na+:42]. Reactant: [Cl:1][C:2]1[N:3]([CH2:26][C:27](=[O:40])[N:28]2[C:36]3[C:31](=[CH:32][CH:33]=[CH:34][CH:35]=3)[C:30]3([CH2:39][CH2:38][CH2:37]3)[CH2:29]2)[C:4]2[C:9]([C:10]=1[S:11][C:12]1[C:13]([F:23])=[C:14]([CH:20]=[CH:21][CH:22]=1)[C:15]([O:17]CC)=[O:16])=[CH:8][CH:7]=[C:6]([Cl:24])[C:5]=2[F:25].[OH-].[Na+:42]. (6) Reactant: C[Si]([N-][Si](C)(C)C)(C)C.[Na+].[C:11]1([CH:17]2[CH2:21][NH:20][C:19](=[O:22])[CH2:18]2)[CH:16]=[CH:15][CH:14]=[CH:13][CH:12]=1.Br[CH2:24][C:25]1[CH:30]=[C:29]([C:31]([F:34])([F:33])[F:32])[CH:28]=[CH:27][C:26]=1[C:35]1[CH:40]=[C:39]([CH:41]([CH3:43])[CH3:42])[CH:38]=[CH:37][C:36]=1[O:44][CH3:45]. Product: [CH:41]([C:39]1[CH:38]=[CH:37][C:36]([O:44][CH3:45])=[C:35]([C:26]2[CH:27]=[CH:28][C:29]([C:31]([F:34])([F:32])[F:33])=[CH:30][C:25]=2[CH2:24][N:20]2[CH2:21][CH:17]([C:11]3[CH:12]=[CH:13][CH:14]=[CH:15][CH:16]=3)[CH2:18][C:19]2=[O:22])[CH:40]=1)([CH3:43])[CH3:42]. The catalyst class is: 1.